This data is from Full USPTO retrosynthesis dataset with 1.9M reactions from patents (1976-2016). The task is: Predict the reactants needed to synthesize the given product. (1) Given the product [CH2:18]([S:17][C:5]1[C:4]([C:20]([NH:22][CH2:23][C:24]2[CH:29]=[CH:28][CH:27]=[C:26]([F:30])[CH:25]=2)=[O:21])=[C:3]([O:38][CH3:37])[C:12]2[C:7](=[CH:8][C:9]([C:13]([F:16])([F:15])[F:14])=[CH:10][CH:11]=2)[N:6]=1)[CH3:19], predict the reactants needed to synthesize it. The reactants are: [Na].Cl[C:3]1[C:12]2[C:7](=[CH:8][C:9]([C:13]([F:16])([F:15])[F:14])=[CH:10][CH:11]=2)[N:6]=[C:5]([S:17][CH2:18][CH3:19])[C:4]=1[C:20]([NH:22][CH2:23][C:24]1[CH:29]=[CH:28][CH:27]=[C:26]([F:30])[CH:25]=1)=[O:21].CCCCCC.[CH3:37][OH:38]. (2) Given the product [CH2:30]([Sn:25]([CH2:21][CH2:22][CH2:23][CH3:24])([CH2:26][CH2:27][CH2:28][CH3:29])[C:11]([C:5]1[CH:6]=[CH:7][C:8]([O:9][CH3:10])=[C:3]([O:2][CH3:1])[CH:4]=1)=[CH:12][CH2:13][CH2:14][N:15]1[CH2:19][CH2:18][O:17][C:16]1=[O:20])[CH2:31][CH2:32][CH3:33], predict the reactants needed to synthesize it. The reactants are: [CH3:1][O:2][C:3]1[CH:4]=[C:5]([C:11]#[C:12][CH2:13][CH2:14][N:15]2[CH2:19][CH2:18][O:17][C:16]2=[O:20])[CH:6]=[CH:7][C:8]=1[O:9][CH3:10].[CH2:21]([SnH:25]([CH2:30][CH2:31][CH2:32][CH3:33])[CH2:26][CH2:27][CH2:28][CH3:29])[CH2:22][CH2:23][CH3:24]. (3) The reactants are: C1(S([N:10]2[C:14]3[N:15]=[CH:16][N:17]=[C:18]([CH:19]4[CH2:21][CH2:20]4)[C:13]=3[C:12]([C:22]([C:24]3[C:25]([F:39])=[N:26][C:27]([NH:30][C:31]4[CH:32]=[N:33][C:34]([O:37][CH3:38])=[CH:35][CH:36]=4)=[CH:28][CH:29]=3)=[O:23])=[CH:11]2)(=O)=O)C=CC=CC=1.O. Given the product [CH:19]1([C:18]2[C:13]3[C:12]([C:22]([C:24]4[C:25]([F:39])=[N:26][C:27]([NH:30][C:31]5[CH:32]=[N:33][C:34]([O:37][CH3:38])=[CH:35][CH:36]=5)=[CH:28][CH:29]=4)=[O:23])=[CH:11][NH:10][C:14]=3[N:15]=[CH:16][N:17]=2)[CH2:20][CH2:21]1, predict the reactants needed to synthesize it. (4) Given the product [N:10]([CH2:2][C:3]1[S:4][CH:5]=[C:6]([C:8]#[N:9])[N:7]=1)=[N+:11]=[N-:12], predict the reactants needed to synthesize it. The reactants are: Br[CH2:2][C:3]1[S:4][CH:5]=[C:6]([C:8]#[N:9])[N:7]=1.[N-:10]=[N+:11]=[N-:12].[Na+]. (5) Given the product [CH2:15]([O:13][C:12](=[O:14])[CH2:11][CH2:10][C:3]1[C:4]2[C:9](=[CH:8][CH:7]=[CH:6][CH:5]=2)[NH:1][CH:2]=1)[CH3:16], predict the reactants needed to synthesize it. The reactants are: [NH:1]1[C:9]2[C:4](=[CH:5][CH:6]=[CH:7][CH:8]=2)[C:3]([CH2:10][CH2:11][C:12]([OH:14])=[O:13])=[CH:2]1.[CH2:15](O)[CH3:16].